From a dataset of Full USPTO retrosynthesis dataset with 1.9M reactions from patents (1976-2016). Predict the reactants needed to synthesize the given product. (1) Given the product [CH3:1][O:2][C:3](=[O:17])[CH2:4][C:5]1[C:6]([F:16])=[CH:7][CH:8]=[C:9]2[C:14]=1[N:13]=[C:12]([O:15][CH3:18])[CH:11]=[CH:10]2, predict the reactants needed to synthesize it. The reactants are: [CH3:1][O:2][C:3](=[O:17])[CH2:4][C:5]1[C:6]([F:16])=[CH:7][CH:8]=[C:9]2[C:14]=1[NH:13][C:12](=[O:15])[CH:11]=[CH:10]2.[C:18](#N)C.C(N(CC)CC)C.C[Si](C=[N+]=[N-])(C)C. (2) Given the product [C:72]([O:71][C:69](=[O:70])[N:68]=[C:66]([NH:65][C:63]([O:62][C:58]([CH3:61])([CH3:60])[CH3:59])=[O:64])[NH:67][CH2:31][CH2:30][O:29][C:28]1[CH:33]=[C:34]([F:35])[C:25]([CH2:24][S:23][C:14]2[N:15]([C:16]3[CH:17]=[CH:18][C:19]([F:22])=[CH:20][CH:21]=3)[C:11]([C:8]([C:5]3[CH:6]=[CH:7][C:2]([Cl:1])=[C:3]([O:37][CH3:38])[CH:4]=3)([CH3:10])[CH3:9])=[CH:12][N:13]=2)=[C:26]([F:36])[CH:27]=1)([CH3:75])([CH3:74])[CH3:73], predict the reactants needed to synthesize it. The reactants are: [Cl:1][C:2]1[CH:7]=[CH:6][C:5]([C:8]([C:11]2[N:15]([C:16]3[CH:21]=[CH:20][C:19]([F:22])=[CH:18][CH:17]=3)[C:14]([S:23][CH2:24][C:25]3[C:34]([F:35])=[CH:33][C:28]([O:29][CH2:30][CH2:31]O)=[CH:27][C:26]=3[F:36])=[N:13][CH:12]=2)([CH3:10])[CH3:9])=[CH:4][C:3]=1[O:37][CH3:38].C1C=CC(P(C2C=CC=CC=2)C2C=CC=CC=2)=CC=1.[C:58]([O:62][C:63]([NH:65][C:66]([NH:68][C:69]([O:71][C:72]([CH3:75])([CH3:74])[CH3:73])=[O:70])=[NH:67])=[O:64])([CH3:61])([CH3:60])[CH3:59].CC(OC(/N=N/C(OC(C)C)=O)=O)C. (3) Given the product [Br:37][C:38]1[CH:51]=[CH:50][C:41]2[NH:42][C:43]([C@@H:45]3[CH2:49][CH2:48][CH2:47][N:46]3[C:7](=[O:8])[C@@H:6]([NH:5][C:3](=[O:4])[O:2][CH3:1])[CH:10]([CH3:12])[CH3:11])=[N:44][C:40]=2[CH:39]=1, predict the reactants needed to synthesize it. The reactants are: [CH3:1][O:2][C:3]([NH:5][C@@H:6]([CH:10]([CH3:12])[CH3:11])[C:7](O)=[O:8])=[O:4].CN(C(ON1N=NC2C=CC=NC1=2)=[N+](C)C)C.F[P-](F)(F)(F)(F)F.[Br:37][C:38]1[CH:51]=[CH:50][C:41]2[NH:42][C:43]([C@@H:45]3[CH2:49][CH2:48][CH2:47][NH:46]3)=[N:44][C:40]=2[CH:39]=1.CCN(C(C)C)C(C)C. (4) Given the product [C:1]([O:5][C:6]([N:8]1[CH2:11][CH:10]([C:12]2[CH:13]=[C:14]([Cl:29])[C:15]([C:19]3[S:20][C:21]4[C:22]([NH:37][C:33]5[CH:32]=[C:31]([CH3:30])[N:36]=[CH:35][N:34]=5)=[N:23][CH:24]=[CH:25][C:26]=4[N:27]=3)=[C:16]([Cl:18])[CH:17]=2)[CH2:9]1)=[O:7])([CH3:2])([CH3:3])[CH3:4], predict the reactants needed to synthesize it. The reactants are: [C:1]([O:5][C:6]([N:8]1[CH2:11][CH:10]([C:12]2[CH:17]=[C:16]([Cl:18])[C:15]([C:19]3[S:20][C:21]4[C:22](Cl)=[N:23][CH:24]=[CH:25][C:26]=4[N:27]=3)=[C:14]([Cl:29])[CH:13]=2)[CH2:9]1)=[O:7])([CH3:4])([CH3:3])[CH3:2].[CH3:30][C:31]1[N:36]=[CH:35][N:34]=[C:33]([NH2:37])[CH:32]=1.CC1(C)C2C(=C(P(C3C=CC=CC=3)C3C=CC=CC=3)C=CC=2)OC2C(P(C3C=CC=CC=3)C3C=CC=CC=3)=CC=CC1=2.C([O-])([O-])=O.[Cs+].[Cs+]. (5) Given the product [F:1][C:2]1[CH:10]=[C:9]2[C:5]([C:6]([C:18]3[CH:19]=[CH:20][C:21]4[S:25](=[O:26])(=[O:27])[N:24]([CH2:28][CH2:29][N:30]5[CH2:34][CH2:33][O:32][C:31]5=[O:35])[CH:23]([CH3:36])[C:22]=4[CH:37]=3)=[CH:7][NH:8]2)=[CH:4][CH:3]=1, predict the reactants needed to synthesize it. The reactants are: [F:1][C:2]1[CH:10]=[C:9]2[C:5]([C:6]([C:18]3[CH:19]=[CH:20][C:21]4[S:25](=[O:27])(=[O:26])[N:24]([CH2:28][CH2:29][N:30]5[CH2:34][CH2:33][O:32][C:31]5=[O:35])[CH:23]([CH3:36])[C:22]=4[CH:37]=3)=[CH:7][N:8]2C(OC(C)(C)C)=O)=[CH:4][CH:3]=1.FC(F)(F)C(O)=O. (6) Given the product [NH:8]1[C:5]2=[N:6][CH:7]=[C:2]([C:12]#[N:13])[CH:3]=[C:4]2[CH:10]=[CH:9]1, predict the reactants needed to synthesize it. The reactants are: Br[C:2]1[CH:3]=[C:4]2[CH:10]=[CH:9][NH:8][C:5]2=[N:6][CH:7]=1.O.[CH3:12][N:13](C)C=O. (7) Given the product [CH3:11][O:5][C:4](=[O:6])[C@@H:3]([NH2:2])[CH2:7][CH2:8][Br:9], predict the reactants needed to synthesize it. The reactants are: Br.[NH2:2][C@@H:3]([CH2:7][CH2:8][Br:9])[C:4]([OH:6])=[O:5].Cl.[CH3:11]O.